Task: Predict which catalyst facilitates the given reaction.. Dataset: Catalyst prediction with 721,799 reactions and 888 catalyst types from USPTO (1) Reactant: C[O:2][C:3]([C:5]1[N:6]([C:16]2[CH:21]=[CH:20][C:19]([N:22]3[CH2:27][CH2:26][O:25][CH2:24][CH2:23]3)=[CH:18][C:17]=2[N+:28]([O-])=O)[CH:7]=[C:8]([C:10]2[CH:15]=[CH:14][CH:13]=[CH:12][CH:11]=2)[CH:9]=1)=O. Product: [N:22]1([C:19]2[CH:18]=[C:17]3[C:16](=[CH:21][CH:20]=2)[N:6]2[CH:7]=[C:8]([C:10]4[CH:11]=[CH:12][CH:13]=[CH:14][CH:15]=4)[CH:9]=[C:5]2[C:3](=[O:2])[NH:28]3)[CH2:23][CH2:24][O:25][CH2:26][CH2:27]1. The catalyst class is: 180. (2) Reactant: [BH4-].[Na+].[CH:3]1([CH2:6][O:7][C:8]2[CH:15]=[CH:14][C:11]([CH:12]=[O:13])=[CH:10][C:9]=2[O:16][C:17]([F:20])([F:19])[F:18])[CH2:5][CH2:4]1. Product: [CH:3]1([CH2:6][O:7][C:8]2[CH:15]=[CH:14][C:11]([CH2:12][OH:13])=[CH:10][C:9]=2[O:16][C:17]([F:18])([F:19])[F:20])[CH2:5][CH2:4]1. The catalyst class is: 5. (3) Product: [NH2:23][C:20]1[CH:19]=[CH:18][C:17]([CH2:16][C:4]2[N:5]=[C:6]([N:13]([CH3:15])[CH3:14])[C:7]([CH2:8][C:9]([O:11][CH3:12])=[O:10])=[CH:2][N:3]=2)=[CH:22][CH:21]=1. Reactant: Cl[C:2]1[C:7]([CH2:8][C:9]([O:11][CH3:12])=[O:10])=[C:6]([N:13]([CH3:15])[CH3:14])[N:5]=[C:4]([CH2:16][C:17]2[CH:22]=[CH:21][C:20]([N+:23]([O-])=O)=[CH:19][CH:18]=2)[N:3]=1.C([O-])(=O)C.[K+]. The catalyst class is: 19.